From a dataset of hERG potassium channel inhibition data for cardiac toxicity prediction from Karim et al.. Regression/Classification. Given a drug SMILES string, predict its toxicity properties. Task type varies by dataset: regression for continuous values (e.g., LD50, hERG inhibition percentage) or binary classification for toxic/non-toxic outcomes (e.g., AMES mutagenicity, cardiotoxicity, hepatotoxicity). Dataset: herg_karim. The molecule is Fc1ccc(-n2cc(C3CCN(CCN4CCN=C4S)CC3)c3ccccc32)cc1. The result is 1 (blocker).